From a dataset of Forward reaction prediction with 1.9M reactions from USPTO patents (1976-2016). Predict the product of the given reaction. (1) The product is: [CH2:1]([O:3][C:4]([N:6]1[CH2:11][CH2:10][N:9]([C:12]([CH2:14][NH:28][CH2:27][C:26]([O:25][CH2:23][CH3:24])=[O:29])=[O:13])[CH2:8][CH2:7]1)=[O:5])[CH3:2]. Given the reactants [CH2:1]([O:3][C:4]([N:6]1[CH2:11][CH2:10][N:9]([C:12]([CH2:14]Cl)=[O:13])[CH2:8][CH2:7]1)=[O:5])[CH3:2].C(=O)([O-])[O-].[Cs+].[Cs+].Cl.[CH2:23]([O:25][C:26](=[O:29])[CH2:27][NH2:28])[CH3:24], predict the reaction product. (2) Given the reactants [CH:1](=C1C2C(C)(C)C(CS(O)(=O)=O)(CC2)C1=O)[C:2]1[CH:7]=[CH:6][C:5]([CH:8]=[C:9]2[CH:14]3[C:15]([CH3:17])([CH3:16])[C:11]([CH2:18]S(O)(=O)=O)([CH2:12][CH2:13]3)[C:10]2=[O:23])=[CH:4][CH:3]=1.C1C(C2NC3C(=C(S([O-])(=O)=O)C=C(S(O)(=O)=O)C=3)N=2)=CC=C(C2NC3C(=C(S([O-])(=O)=O)C=C(S(O)(=O)=O)C=3)N=2)C=1.[Na+].[Na+].CCCCC(COC(C1C=CC(NC2N=C(NC3C=CC(C(OCC(CCCC)CC)=O)=CC=3)N=C(NC3C=CC(C(OCC(CCCC)CC)=O)=CC=3)N=2)=CC=1)=O)CC, predict the reaction product. The product is: [CH3:1][C:2]1[CH:3]=[CH:4][C:5]([CH:8]=[C:9]2[CH:14]3[C:15]([CH3:16])([CH3:17])[C:11]([CH3:18])([CH2:12][CH2:13]3)[C:10]2=[O:23])=[CH:6][CH:7]=1. (3) Given the reactants Cl[C:2]1[N:7]=[CH:6][C:5](/[CH:8]=[CH:9]/[C:10]([O:12][CH2:13][CH3:14])=[O:11])=[CH:4][CH:3]=1.C(=O)([O-])[O-].[Cs+].[Cs+].[CH2:21]([N:28]1[CH2:32][CH2:31][C@@H:30]([NH2:33])[CH2:29]1)[C:22]1[CH:27]=[CH:26][CH:25]=[CH:24][CH:23]=1, predict the reaction product. The product is: [CH2:21]([N:28]1[CH2:32][CH2:31][C@@H:30]([NH:33][C:2]2[N:7]=[CH:6][C:5](/[CH:8]=[CH:9]/[C:10]([O:12][CH2:13][CH3:14])=[O:11])=[CH:4][CH:3]=2)[CH2:29]1)[C:22]1[CH:23]=[CH:24][CH:25]=[CH:26][CH:27]=1. (4) The product is: [CH3:21][C:20]1([CH3:22])[O:17][C@H:14]([CH2:13][CH2:12][C:10]2[NH:9][N:8]=[C:7]([C:1]3[CH:2]=[CH:3][CH:4]=[CH:5][CH:6]=3)[CH:11]=2)[CH2:15][O:16]1. Given the reactants [C:1]1([C:7]2[CH:11]=[C:10]([CH2:12][CH2:13][C@@H:14]([OH:17])[CH2:15][OH:16])[NH:9][N:8]=2)[CH:6]=[CH:5][CH:4]=[CH:3][CH:2]=1.CO[C:20](OC)([CH3:22])[CH3:21].CC1C=CC(S(O)(=O)=O)=CC=1, predict the reaction product. (5) Given the reactants [OH:1][C:2]1[CH:7]=[C:6]([CH3:8])O[C:4](=[O:9])[CH:3]=1.[Cl:10][C:11]1[CH:12]=[C:13]([CH:16]=[CH:17][C:18]=1[O:19][CH3:20])[CH2:14][NH2:15], predict the reaction product. The product is: [Cl:10][C:11]1[CH:12]=[C:13]([CH:16]=[CH:17][C:18]=1[O:19][CH3:20])[CH2:14][N:15]1[C:6]([CH3:8])=[CH:7][C:2]([OH:1])=[CH:3][C:4]1=[O:9].